From a dataset of Full USPTO retrosynthesis dataset with 1.9M reactions from patents (1976-2016). Predict the reactants needed to synthesize the given product. Given the product [F:21][C:22]1[CH:27]=[CH:26][CH:25]=[CH:24][C:23]=1[C:2]1[CH:3]=[C:4]2[C:9](=[CH:10][CH:11]=1)[N:8]=[C:7]([NH:12][CH2:13][CH2:14][C:15]1[CH:20]=[CH:19][CH:18]=[CH:17][N:16]=1)[N:6]=[CH:5]2, predict the reactants needed to synthesize it. The reactants are: Br[C:2]1[CH:3]=[C:4]2[C:9](=[CH:10][CH:11]=1)[N:8]=[C:7]([NH:12][CH2:13][CH2:14][C:15]1[CH:20]=[CH:19][CH:18]=[CH:17][N:16]=1)[N:6]=[CH:5]2.[F:21][C:22]1[CH:27]=[CH:26][CH:25]=[CH:24][C:23]=1B(O)O.C(=O)([O-])[O-].[Na+].[Na+].C(O)C.